From a dataset of Catalyst prediction with 721,799 reactions and 888 catalyst types from USPTO. Predict which catalyst facilitates the given reaction. (1) Reactant: [N+:1]([C:4]1[CH:14]=[C:8]2[C:9]([O:11][C:12](=[O:13])[C:7]2=[CH:6][CH:5]=1)=O)([O-])=O.[CH3:15][C:16]1[CH:22]=[CH:21][CH:20]=[C:19]([CH3:23])[C:17]=1[NH2:18].[Sn](Cl)Cl.[OH-].[Na+]. Product: [NH2:1][C:4]1[CH:14]=[C:8]2[C:7](=[CH:6][CH:5]=1)[C:12](=[O:13])[N:18]([C:17]1[C:19]([CH3:23])=[CH:20][CH:21]=[CH:22][C:16]=1[CH3:15])[C:9]2=[O:11]. The catalyst class is: 342. (2) The catalyst class is: 1. Reactant: C([O:3][C:4](=[O:32])[CH:5]=[CH:6][C:7]1[CH:12]=[CH:11][C:10]([O:13][C:14]2[C:23]3[C:18](=[CH:19][C:20]([O:24][CH3:25])=[CH:21][CH:22]=3)[CH:17]=[C:16]([CH3:26])[C:15]=2[C:27]2[CH:31]=[CH:30][S:29][CH:28]=2)=[CH:9][CH:8]=1)C.[OH-].[Na+].CCO. Product: [CH3:25][O:24][C:20]1[CH:19]=[C:18]2[C:23](=[CH:22][CH:21]=1)[C:14]([O:13][C:10]1[CH:9]=[CH:8][C:7]([CH:6]=[CH:5][C:4]([OH:32])=[O:3])=[CH:12][CH:11]=1)=[C:15]([C:27]1[CH:31]=[CH:30][S:29][CH:28]=1)[C:16]([CH3:26])=[CH:17]2. (3) Reactant: [Mg].[CH3:2][O:3][C:4]1[CH:5]=[C:6](Cl)[CH:7]=[C:8]([O:10][CH3:11])[CH:9]=1.II.[O:15]1[CH2:19][CH2:18][CH:17]([CH:20]=[O:21])[CH2:16]1. Product: [CH3:2][O:3][C:4]1[CH:5]=[C:6]([CH:20]([CH:17]2[CH2:18][CH2:19][O:15][CH2:16]2)[OH:21])[CH:7]=[C:8]([O:10][CH3:11])[CH:9]=1. The catalyst class is: 7. (4) The catalyst class is: 17. Reactant: [CH3:1][O:2][C:3]1[CH:4]=[C:5]([C:11]2[CH:12]=[CH:13][C:14]3[N:15]([C:17]([C:21]4[CH:25]=[CH:24][NH:23][N:22]=4)=[C:18]([CH3:20])[N:19]=3)[N:16]=2)[CH:6]=[CH:7][C:8]=1[O:9][CH3:10].[C:26]([C:28]1[CH:33]=[CH:32][C:31]([S:34](Cl)(=[O:36])=[O:35])=[CH:30][CH:29]=1)#[N:27]. Product: [CH3:1][O:2][C:3]1[CH:4]=[C:5]([C:11]2[CH:12]=[CH:13][C:14]3[N:15]([C:17]([C:21]4[CH:25]=[CH:24][N:23]([S:34]([C:31]5[CH:30]=[CH:29][C:28]([C:26]#[N:27])=[CH:33][CH:32]=5)(=[O:36])=[O:35])[N:22]=4)=[C:18]([CH3:20])[N:19]=3)[N:16]=2)[CH:6]=[CH:7][C:8]=1[O:9][CH3:10]. (5) Reactant: C(OC(=O)[NH:7][C@H:8]1[CH2:13][CH2:12][C@@H:11]([N:14]2[C:19](=[O:20])[C:18]3[CH:21]=[C:22]([F:25])[CH:23]=[N:24][C:17]=3[N:16]([C:26]3[CH:27]=[C:28]([C:32]4[CH:37]=[CH:36][C:35]([CH3:38])=[CH:34][CH:33]=4)[CH:29]=[CH:30][CH:31]=3)[C:15]2=[O:39])[CH2:10][CH2:9]1)(C)(C)C.O1CCOCC1. The catalyst class is: 33. Product: [NH2:7][C@@H:8]1[CH2:13][CH2:12][C@H:11]([N:14]2[C:19](=[O:20])[C:18]3[CH:21]=[C:22]([F:25])[CH:23]=[N:24][C:17]=3[N:16]([C:26]3[CH:27]=[C:28]([C:32]4[CH:33]=[CH:34][C:35]([CH3:38])=[CH:36][CH:37]=4)[CH:29]=[CH:30][CH:31]=3)[C:15]2=[O:39])[CH2:10][CH2:9]1. (6) The catalyst class is: 33. Product: [NH2:1][C:2]1[C:3]([C:9]([OH:10])=[O:14])=[N:4][CH:5]=[C:6]([Br:8])[CH:7]=1. Reactant: [NH2:1][C:2]1[C:3]([C:9](N)=[O:10])=[N:4][CH:5]=[C:6]([Br:8])[CH:7]=1.O.C(=O)([O-])[OH:14].[Na+]. (7) Reactant: [C:1]1([CH2:7][CH2:8][CH2:9][CH:10]([NH:20][C:21]([CH:23]2[CH2:28][CH2:27][N:26]([C:29](=[O:46])[C@H:30]([CH2:39]C3C=NC=CC=3)[NH:31]C(OC(C)(C)C)=O)[CH2:25][CH2:24]2)=[O:22])[CH2:11][CH2:12][CH2:13][C:14]2[CH:19]=[CH:18][CH:17]=[CH:16][CH:15]=2)[CH:6]=[CH:5][CH:4]=[CH:3][CH:2]=1.F[C:48](F)(F)[C:49](O)=O. Product: [C:1]1([CH2:7][CH2:8][CH2:9][CH:10]([NH:20][C:21]([CH:23]2[CH2:24][CH2:25][N:26]([C:29](=[O:46])[C@H:30]([CH2:39][C:49]3[CH:48]=[CH:8][CH:9]=[CH:10][N:20]=3)[NH2:31])[CH2:27][CH2:28]2)=[O:22])[CH2:11][CH2:12][CH2:13][C:14]2[CH:15]=[CH:16][CH:17]=[CH:18][CH:19]=2)[CH:2]=[CH:3][CH:4]=[CH:5][CH:6]=1. The catalyst class is: 2. (8) Reactant: [N+:1]([C:4]1[CH:5]=[N:6][N:7]([CH2:9][CH:10]=O)[CH:8]=1)([O-:3])=[O:2].[NH:12]1[C:20]2[C:15](=[CH:16][CH:17]=[CH:18][CH:19]=2)[CH2:14][CH2:13]1. Product: [N+:1]([C:4]1[CH:5]=[N:6][N:7]([CH2:9][CH2:10][N:12]2[C:20]3[C:15](=[CH:16][CH:17]=[CH:18][CH:19]=3)[CH2:14][CH2:13]2)[CH:8]=1)([O-:3])=[O:2]. The catalyst class is: 23. (9) Reactant: [OH:1][C:2]1[CH:3]=[C:4]([CH:9]=[C:10]([O:12][C@@H:13]([CH3:17])[CH2:14][O:15][CH3:16])[CH:11]=1)[C:5]([O:7][CH3:8])=[O:6].[N:18]1([C:22]([C:24]2[CH:29]=[N:28][C:27](Cl)=[CH:26][N:25]=2)=[O:23])[CH2:21][CH2:20][CH2:19]1.C(=O)([O-])[O-].[Cs+].[Cs+].CS(C)=O. Product: [N:18]1([C:22]([C:24]2[N:25]=[CH:26][C:27]([O:1][C:2]3[CH:3]=[C:4]([CH:9]=[C:10]([O:12][C@@H:13]([CH3:17])[CH2:14][O:15][CH3:16])[CH:11]=3)[C:5]([O:7][CH3:8])=[O:6])=[N:28][CH:29]=2)=[O:23])[CH2:21][CH2:20][CH2:19]1. The catalyst class is: 69. (10) Reactant: C1(P(C2CCCCC2)C2CCCCC2)CCCCC1.[F:20][C:21]1[CH:30]=[C:29](B2OC(C)(C)C(C)(C)O2)[CH:28]=[C:27]2[C:22]=1[N:23]=[CH:24][CH:25]=[N:26]2.[CH3:40][O:41][C:42](=[O:65])[C:43]1[CH:48]=[CH:47][CH:46]=[CH:45][C:44]=1[NH:49][C:50]1[N:54]([C:55]2[CH:60]=[CH:59][CH:58]=[C:57]([F:61])[C:56]=2[CH3:62])[N:53]=[C:52]([CH3:63])[C:51]=1Br.P([O-])([O-])([O-])=O.[K+].[K+].[K+]. Product: [CH3:40][O:41][C:42](=[O:65])[C:43]1[CH:48]=[CH:47][CH:46]=[CH:45][C:44]=1[NH:49][C:50]1[N:54]([C:55]2[CH:60]=[CH:59][CH:58]=[C:57]([F:61])[C:56]=2[CH3:62])[N:53]=[C:52]([CH3:63])[C:51]=1[C:29]1[CH:28]=[C:27]2[C:22](=[C:21]([F:20])[CH:30]=1)[N:23]=[CH:24][CH:25]=[N:26]2. The catalyst class is: 127.